The task is: Predict which catalyst facilitates the given reaction.. This data is from Catalyst prediction with 721,799 reactions and 888 catalyst types from USPTO. Reactant: [Cl:1][C:2]1[CH:8]=[C:7]([Cl:9])[CH:6]=[CH:5][C:3]=1[NH2:4].[H-].[Na+].Cl[C:13]1[C:22]2[C:17](=[CH:18][C:19]3[CH:26]=[C:25]([O:27][CH3:28])[CH:24]=[CH:23][C:20]=3[CH:21]=2)[N:16]=[CH:15][C:14]=1[C:29]#[N:30]. Product: [Cl:1][C:2]1[CH:8]=[C:7]([Cl:9])[CH:6]=[CH:5][C:3]=1[NH:4][C:13]1[C:22]2[C:17](=[CH:18][C:19]3[CH:26]=[C:25]([O:27][CH3:28])[CH:24]=[CH:23][C:20]=3[CH:21]=2)[N:16]=[CH:15][C:14]=1[C:29]#[N:30]. The catalyst class is: 3.